This data is from Forward reaction prediction with 1.9M reactions from USPTO patents (1976-2016). The task is: Predict the product of the given reaction. (1) Given the reactants [OH:1][C:2]1[CH:3]=[C:4]([CH2:8][CH2:9][CH2:10][NH:11][C:12]2[N:17]=[C:16]([CH3:18])[C:15]([C:19]([NH:21][C@@H:22]([CH2:26][NH:27][C:28]([C:30]3[S:31][CH:32]=[CH:33][CH:34]=3)=[O:29])[C:23]([OH:25])=[O:24])=[O:20])=[C:14]([CH3:35])[N:13]=2)[CH:5]=[CH:6][CH:7]=1.S(Cl)(Cl)=O.[CH3:40][CH:41](O)[CH3:42], predict the reaction product. The product is: [CH:41]([O:24][C:23](=[O:25])[C@@H:22]([NH:21][C:19]([C:15]1[C:16]([CH3:18])=[N:17][C:12]([NH:11][CH2:10][CH2:9][CH2:8][C:4]2[CH:5]=[CH:6][CH:7]=[C:2]([OH:1])[CH:3]=2)=[N:13][C:14]=1[CH3:35])=[O:20])[CH2:26][NH:27][C:28]([C:30]1[S:31][CH:32]=[CH:33][CH:34]=1)=[O:29])([CH3:42])[CH3:40]. (2) Given the reactants [Br:1][C:2]1[C:3]([C:20]2[S:28][C:27]3[CH2:26][CH2:25][NH:24][CH2:23][C:22]=3[CH:21]=2)=[N:4][C:5]([NH:8][CH2:9][CH2:10][N:11]2[C:15]([CH3:17])([CH3:16])[C:14](=[O:18])[NH:13][C:12]2=[O:19])=[N:6][CH:7]=1.[CH3:29][C:30]([CH3:32])=O.C(O[BH-](OC(=O)C)OC(=O)C)(=O)C.[Na+], predict the reaction product. The product is: [Br:1][C:2]1[C:3]([C:20]2[S:28][C:27]3[CH2:26][CH2:25][N:24]([CH:30]([CH3:32])[CH3:29])[CH2:23][C:22]=3[CH:21]=2)=[N:4][C:5]([NH:8][CH2:9][CH2:10][N:11]2[C:15]([CH3:17])([CH3:16])[C:14](=[O:18])[NH:13][C:12]2=[O:19])=[N:6][CH:7]=1. (3) Given the reactants C1(P(C2C=CC=CC=2)C2C=CC=CC=2)C=CC=CC=1.BrN1C(=O)CCC1=O.[CH:28]1(/[CH:33]=[C:34](\[C:38]2[CH:43]=[CH:42][C:41]([S:44]([CH:47]3[CH2:49][CH2:48]3)(=[O:46])=[O:45])=[C:40]([CH:50]3[CH2:52][CH2:51]3)[CH:39]=2)/[C:35](O)=[O:36])[CH2:32][CH2:31][CH2:30][CH2:29]1.CC1(C)[O:58][C@@H:57]([CH2:59][N:60]2[CH:64]=[CH:63][C:62]([NH2:65])=[N:61]2)[CH2:56][O:55]1, predict the reaction product. The product is: [CH:28]1(/[CH:33]=[C:34](\[C:38]2[CH:43]=[CH:42][C:41]([S:44]([CH:47]3[CH2:48][CH2:49]3)(=[O:46])=[O:45])=[C:40]([CH:50]3[CH2:51][CH2:52]3)[CH:39]=2)/[C:35]([NH:65][C:62]2[CH:63]=[CH:64][N:60]([CH2:59][C@H:57]([OH:58])[CH2:56][OH:55])[N:61]=2)=[O:36])[CH2:29][CH2:30][CH2:31][CH2:32]1. (4) Given the reactants Br[C:2]1[C:3]([Cl:24])=[C:4]([C:8]2[N:12]=[C:11]([C:13]3[CH:14]=[C:15]([Cl:23])[C:16]([O:19][CH:20]([CH3:22])[CH3:21])=[N:17][CH:18]=3)[O:10][N:9]=2)[CH:5]=[CH:6][CH:7]=1.CC(P(C(C)(C)C)C(C)(C)C)(C)C.C([O-])([O-])=O.[Cs+].[Cs+].Br[Zn][CH2:46][CH2:47][CH2:48][C:49]([O:51][CH2:52][CH3:53])=[O:50], predict the reaction product. The product is: [Cl:24][C:3]1[C:4]([C:8]2[N:12]=[C:11]([C:13]3[CH:18]=[N:17][C:16]([O:19][CH:20]([CH3:22])[CH3:21])=[C:15]([Cl:23])[CH:14]=3)[O:10][N:9]=2)=[CH:5][CH:6]=[CH:7][C:2]=1[CH2:46][CH2:47][CH2:48][C:49]([O:51][CH2:52][CH3:53])=[O:50]. (5) Given the reactants [CH2:1](O)[CH2:2][CH2:3][CH2:4][CH2:5][CH2:6][CH:7]=[CH:8][CH:9]=[CH:10][CH2:11][CH3:12].N1C=CC=CC=1.CN(C)C=O.C1(S([Cl:34])(=O)=O)C=CC=CC=1, predict the reaction product. The product is: [Cl:34][CH2:1][CH2:2][CH2:3][CH2:4][CH2:5][CH2:6][CH:7]=[CH:8][CH:9]=[CH:10][CH2:11][CH3:12]. (6) Given the reactants Br[C:2]1[CH:3]=[C:4]([F:24])[C:5]2[N:6]([C:17]([O:19][C:20]([CH3:23])([CH3:22])[CH3:21])=[O:18])[C:7]3[C:12]([S:13][C:14]=2[CH:15]=1)=[CH:11][C:10]([Br:16])=[CH:9][CH:8]=3.C1(C)C=CC=CC=1.C1C=CC(P(C2C(C3C(P(C4C=CC=CC=4)C4C=CC=CC=4)=CC=C4C=3C=CC=C4)=C3C(C=CC=C3)=CC=2)C2C=CC=CC=2)=CC=1.C([O-])([O-])=O.[Cs+].[Cs+].[NH:84]1[CH2:89][CH2:88][O:87][CH2:86][CH2:85]1, predict the reaction product. The product is: [O:87]1[CH2:88][CH2:89][N:84]([C:2]2[CH:3]=[C:4]([F:24])[C:5]3[N:6]([C:17]([O:19][C:20]([CH3:21])([CH3:23])[CH3:22])=[O:18])[C:7]4[C:12]([S:13][C:14]=3[CH:15]=2)=[CH:11][C:10]([Br:16])=[CH:9][CH:8]=4)[CH2:85][CH2:86]1. (7) Given the reactants [F:1][C:2]1[CH:11]=[CH:10][C:5]([C:6]([O:8][CH3:9])=[O:7])=[CH:4][C:3]=1[CH3:12].[N+:13]([O-])([OH:15])=[O:14], predict the reaction product. The product is: [F:1][C:2]1[C:11]([N+:13]([O-:15])=[O:14])=[CH:10][C:5]([C:6]([O:8][CH3:9])=[O:7])=[CH:4][C:3]=1[CH3:12].